Dataset: Forward reaction prediction with 1.9M reactions from USPTO patents (1976-2016). Task: Predict the product of the given reaction. (1) Given the reactants [CH3:1][C:2]1[CH:11]=[C:10]2[C:5]([N:6]=[CH:7][CH:8]=[N:9]2)=[CH:4][C:3]=1N.Cl.N([O-])=O.[Na+].[I-:18].[K+], predict the reaction product. The product is: [I:18][C:3]1[CH:4]=[C:5]2[C:10](=[CH:11][C:2]=1[CH3:1])[N:9]=[CH:8][CH:7]=[N:6]2. (2) Given the reactants [F:1][C:2]1[CH:3]=[C:4]([C:9]2[CH:14]=[CH:13][C:12]([O:15][C:16]3[CH:21]=[CH:20][CH:19]=[CH:18][CH:17]=3)=[CH:11][CH:10]=2)[C:5]([NH2:8])=[N:6][CH:7]=1.[H-].[Na+].Cl[CH2:25][CH2:26][S:27](Cl)(=[O:29])=[O:28].O, predict the reaction product. The product is: [F:1][C:2]1[CH:3]=[C:4]([C:9]2[CH:10]=[CH:11][C:12]([O:15][C:16]3[CH:21]=[CH:20][CH:19]=[CH:18][CH:17]=3)=[CH:13][CH:14]=2)[C:5]2[N:6]([CH:7]=1)[CH2:25][CH2:26][S:27](=[O:29])(=[O:28])[N:8]=2. (3) Given the reactants Cl[C:2]([C:4]1[CH:5]=[C:6]([C:14]2[CH:19]=[CH:18][C:17]([C:20]([F:23])([F:22])[F:21])=[CH:16][CH:15]=2)[CH:7]=[CH:8][C:9]=1[O:10]C(=O)C)=[O:3].Cl.[CH2:25]([O:32][C:33]1[CH:38]=[CH:37][C:36]([CH2:39][C@@H:40]([NH2:47])[C:41]2[O:45][N:44]=[C:43]([CH3:46])[N:42]=2)=[CH:35][CH:34]=1)[C:26]1[CH:31]=[CH:30][CH:29]=[CH:28][CH:27]=1.C([O-])(=O)C.C([O-])([O-])=O.[K+].[K+], predict the reaction product. The product is: [CH2:25]([O:32][C:33]1[CH:38]=[CH:37][C:36]([CH2:39][C@@H:40]([NH:47][C:2]([C:4]2[CH:5]=[C:6]([C:14]3[CH:19]=[CH:18][C:17]([C:20]([F:21])([F:22])[F:23])=[CH:16][CH:15]=3)[CH:7]=[CH:8][C:9]=2[OH:10])=[O:3])[C:41]2[O:45][N:44]=[C:43]([CH3:46])[N:42]=2)=[CH:35][CH:34]=1)[C:26]1[CH:31]=[CH:30][CH:29]=[CH:28][CH:27]=1. (4) Given the reactants C(OC(=O)[N:7]([CH2:14][CH:15]([N:17]1[CH2:22][CH2:21][N:20]([C:23]2[C:32]3[O:31][CH2:30][CH2:29][O:28][C:27]=3[CH:26]=[CH:25][CH:24]=2)[CH2:19][CH2:18]1)[CH3:16])[C:8]1[CH:13]=[CH:12][CH:11]=[CH:10][N:9]=1)(C)(C)C.Cl, predict the reaction product. The product is: [O:28]1[C:27]2[CH:26]=[CH:25][CH:24]=[C:23]([N:20]3[CH2:21][CH2:22][N:17]([CH:15]([CH3:16])[CH2:14][NH:7][C:8]4[CH:13]=[CH:12][CH:11]=[CH:10][N:9]=4)[CH2:18][CH2:19]3)[C:32]=2[O:31][CH2:30][CH2:29]1. (5) Given the reactants C([Sn](CCCC)(CCCC)[C:6]1[CH:7]=[N:8][CH:9]=[N:10][CH:11]=1)CCC.Br[C:21]1[S:25][C:24]([C:26]([O:28][CH3:29])=[O:27])=[C:23]([F:30])[CH:22]=1.O1C=CC=C1P(C1OC=CC=1)C1OC=CC=1, predict the reaction product. The product is: [F:30][C:23]1[CH:22]=[C:21]([C:6]2[CH:11]=[N:10][CH:9]=[N:8][CH:7]=2)[S:25][C:24]=1[C:26]([O:28][CH3:29])=[O:27]. (6) Given the reactants S(=O)(=O)(O)O.O=[C:7]([CH3:25])[CH2:8][NH:9][C:10](=[O:24])[C:11]([NH:13][C:14]1[CH:19]=[CH:18][CH:17]=[C:16]([C:20]([F:23])([F:22])[F:21])[CH:15]=1)=[O:12], predict the reaction product. The product is: [CH3:25][C:7]1[N:13]([C:14]2[CH:19]=[CH:18][CH:17]=[C:16]([C:20]([F:23])([F:22])[F:21])[CH:15]=2)[C:11](=[O:12])[C:10](=[O:24])[NH:9][CH:8]=1. (7) Given the reactants [Cl:1][C:2]1[CH:19]=[C:18]([F:20])[CH:17]=[CH:16][C:3]=1[C:4]([NH:6][C:7]1[CH:12]=[CH:11][CH:10]=[C:9]([N+:13]([O-])=O)[CH:8]=1)=[O:5].Cl.[OH-].[NH4+], predict the reaction product. The product is: [NH2:13][C:9]1[CH:8]=[C:7]([NH:6][C:4](=[O:5])[C:3]2[CH:16]=[CH:17][C:18]([F:20])=[CH:19][C:2]=2[Cl:1])[CH:12]=[CH:11][CH:10]=1.